From a dataset of Peptide-MHC class II binding affinity with 134,281 pairs from IEDB. Regression. Given a peptide amino acid sequence and an MHC pseudo amino acid sequence, predict their binding affinity value. This is MHC class II binding data. (1) The peptide sequence is ILTVSVAVSEGKPTE. The MHC is DRB1_1501 with pseudo-sequence DRB1_1501. The binding affinity (normalized) is 0.158. (2) The peptide sequence is ISGLKPGVDYTITVY. The MHC is HLA-DPA10201-DPB10101 with pseudo-sequence HLA-DPA10201-DPB10101. The binding affinity (normalized) is 0.302. (3) The peptide sequence is SNKFHIRLIKGELSN. The MHC is DRB1_0405 with pseudo-sequence DRB1_0405. The binding affinity (normalized) is 0.702. (4) The peptide sequence is GELQIVDKIDAAFKI. The MHC is DRB3_0101 with pseudo-sequence DRB3_0101. The binding affinity (normalized) is 0.731. (5) The peptide sequence is KKLTIAYLVGSNMTQRV. The MHC is DRB1_0801 with pseudo-sequence DRB1_0801. The binding affinity (normalized) is 0.554. (6) The peptide sequence is YDKFLCNVSTVLTGK. The MHC is DRB1_1101 with pseudo-sequence DRB1_1101. The binding affinity (normalized) is 0.580.